Dataset: Full USPTO retrosynthesis dataset with 1.9M reactions from patents (1976-2016). Task: Predict the reactants needed to synthesize the given product. (1) Given the product [Br:1][C:2]1[CH:7]=[CH:6][C:5]([O:8][CH:11]2[CH2:15][CH2:14][CH2:13][CH2:12]2)=[CH:4][N:3]=1, predict the reactants needed to synthesize it. The reactants are: [Br:1][C:2]1[CH:7]=[CH:6][C:5]([OH:8])=[CH:4][N:3]=1.[H-].[Na+].[CH:11]1(I)[CH2:15][CH2:14][CH2:13][CH2:12]1.O. (2) The reactants are: Br[CH2:2][C:3]([C:5]1[CH:10]=[C:9]([N+:11]([O-:13])=[O:12])[CH:8]=[CH:7][C:6]=1[Cl:14])=O.[C:15]1([NH2:22])[CH:20]=[CH:19][CH:18]=[CH:17][C:16]=1[NH2:21].CC([O-])=O.[Na+]. Given the product [Cl:14][C:6]1[CH:7]=[CH:8][C:9]([N+:11]([O-:13])=[O:12])=[CH:10][C:5]=1[C:3]1[CH:2]=[N:22][C:15]2[C:16](=[CH:17][CH:18]=[CH:19][CH:20]=2)[N:21]=1, predict the reactants needed to synthesize it. (3) Given the product [F:19][C:20]1[CH:26]=[C:25]([F:27])[CH:24]=[CH:23][C:21]=1[NH:22][C:8](=[O:10])[CH:2]([CH3:1])[C:3]([O:5][CH2:6][CH3:7])=[O:4], predict the reactants needed to synthesize it. The reactants are: [CH3:1][CH:2]([C:8]([O:10]CC)=O)[C:3]([O:5][CH2:6][CH3:7])=[O:4].N1C=CC=CC=1.[F:19][C:20]1[CH:26]=[C:25]([F:27])[CH:24]=[CH:23][C:21]=1[NH2:22]. (4) Given the product [C:1]([NH:5][C:6]1[C:7]([CH3:12])=[CH:8][CH:9]=[CH:10][CH:11]=1)(=[O:3])[CH3:2], predict the reactants needed to synthesize it. The reactants are: [C:1](Cl)(=[O:3])[CH3:2].[NH2:5][C:6]1[C:7]([CH3:12])=[CH:8][CH:9]=[CH:10][CH:11]=1.N1C=CC=CC=1.